This data is from Peptide-MHC class II binding affinity with 134,281 pairs from IEDB. The task is: Regression. Given a peptide amino acid sequence and an MHC pseudo amino acid sequence, predict their binding affinity value. This is MHC class II binding data. (1) The peptide sequence is RRHGVRIRVRSGGHD. The MHC is DRB1_0301 with pseudo-sequence DRB1_0301. The binding affinity (normalized) is 0.0337. (2) The peptide sequence is ASSLLRNDVPMAGPL. The MHC is DRB1_0301 with pseudo-sequence DRB1_0301. The binding affinity (normalized) is 0.756. (3) The binding affinity (normalized) is 0.396. The MHC is DRB1_0401 with pseudo-sequence DRB1_0401. The peptide sequence is YDKFLANVSTVLVGK. (4) The peptide sequence is PDTIDFLIMRNLTNL. The MHC is DRB1_0901 with pseudo-sequence DRB1_0901. The binding affinity (normalized) is 0. (5) The peptide sequence is AGELQIIDKIDAAFK. The MHC is DRB1_1302 with pseudo-sequence DRB1_1302. The binding affinity (normalized) is 0.459. (6) The peptide sequence is AAATAGTTVYGAMAA. The MHC is HLA-DPA10103-DPB10601 with pseudo-sequence HLA-DPA10103-DPB10601. The binding affinity (normalized) is 0. (7) The peptide sequence is EGRKVAIKGPLRISA. The MHC is HLA-DQA10102-DQB10501 with pseudo-sequence HLA-DQA10102-DQB10501. The binding affinity (normalized) is 0.